This data is from Peptide-MHC class I binding affinity with 185,985 pairs from IEDB/IMGT. The task is: Regression. Given a peptide amino acid sequence and an MHC pseudo amino acid sequence, predict their binding affinity value. This is MHC class I binding data. The peptide sequence is LTKFVAAALH. The MHC is HLA-A11:01 with pseudo-sequence HLA-A11:01. The binding affinity (normalized) is 0.201.